From a dataset of NCI-60 drug combinations with 297,098 pairs across 59 cell lines. Regression. Given two drug SMILES strings and cell line genomic features, predict the synergy score measuring deviation from expected non-interaction effect. (1) Synergy scores: CSS=30.2, Synergy_ZIP=1.91, Synergy_Bliss=9.46, Synergy_Loewe=-42.9, Synergy_HSA=7.38. Drug 1: CC1=CC=C(C=C1)C2=CC(=NN2C3=CC=C(C=C3)S(=O)(=O)N)C(F)(F)F. Cell line: SK-OV-3. Drug 2: CC1=C(C(=CC=C1)Cl)NC(=O)C2=CN=C(S2)NC3=CC(=NC(=N3)C)N4CCN(CC4)CCO. (2) Cell line: A549. Drug 1: CC1=C(C=C(C=C1)C(=O)NC2=CC(=CC(=C2)C(F)(F)F)N3C=C(N=C3)C)NC4=NC=CC(=N4)C5=CN=CC=C5. Drug 2: C1CN(P(=O)(OC1)NCCCl)CCCl. Synergy scores: CSS=-2.59, Synergy_ZIP=1.27, Synergy_Bliss=0.00725, Synergy_Loewe=0.00517, Synergy_HSA=-3.01. (3) Drug 1: C1=CC(=CC=C1CCC2=CNC3=C2C(=O)NC(=N3)N)C(=O)NC(CCC(=O)O)C(=O)O. Drug 2: CC(C)CN1C=NC2=C1C3=CC=CC=C3N=C2N. Cell line: TK-10. Synergy scores: CSS=41.7, Synergy_ZIP=5.08, Synergy_Bliss=3.51, Synergy_Loewe=-14.3, Synergy_HSA=2.76. (4) Drug 1: CNC(=O)C1=CC=CC=C1SC2=CC3=C(C=C2)C(=NN3)C=CC4=CC=CC=N4. Drug 2: CC1=C(C=C(C=C1)C(=O)NC2=CC(=CC(=C2)C(F)(F)F)N3C=C(N=C3)C)NC4=NC=CC(=N4)C5=CN=CC=C5. Cell line: HCT116. Synergy scores: CSS=7.41, Synergy_ZIP=-3.23, Synergy_Bliss=-3.09, Synergy_Loewe=-6.14, Synergy_HSA=-3.41. (5) Drug 1: CN1CCC(CC1)COC2=C(C=C3C(=C2)N=CN=C3NC4=C(C=C(C=C4)Br)F)OC. Drug 2: CC1=C(C=C(C=C1)C(=O)NC2=CC(=CC(=C2)C(F)(F)F)N3C=C(N=C3)C)NC4=NC=CC(=N4)C5=CN=CC=C5. Cell line: MALME-3M. Synergy scores: CSS=5.09, Synergy_ZIP=-0.295, Synergy_Bliss=3.62, Synergy_Loewe=1.07, Synergy_HSA=1.32. (6) Drug 1: C1CNP(=O)(OC1)N(CCCl)CCCl. Drug 2: CC12CCC3C(C1CCC2OP(=O)(O)O)CCC4=C3C=CC(=C4)OC(=O)N(CCCl)CCCl.[Na+]. Cell line: MOLT-4. Synergy scores: CSS=0.373, Synergy_ZIP=2.20, Synergy_Bliss=-0.0221, Synergy_Loewe=2.67, Synergy_HSA=-1.67. (7) Drug 1: CC1C(C(CC(O1)OC2CC(CC3=C2C(=C4C(=C3O)C(=O)C5=C(C4=O)C(=CC=C5)OC)O)(C(=O)C)O)N)O.Cl. Drug 2: C1=NC2=C(N=C(N=C2N1C3C(C(C(O3)CO)O)O)F)N. Cell line: UO-31. Synergy scores: CSS=11.8, Synergy_ZIP=-3.22, Synergy_Bliss=2.88, Synergy_Loewe=-9.64, Synergy_HSA=2.98.